This data is from Catalyst prediction with 721,799 reactions and 888 catalyst types from USPTO. The task is: Predict which catalyst facilitates the given reaction. (1) Reactant: [F:1][C:2]1[C:50]([F:51])=[CH:49][CH:48]=[CH:47][C:3]=1[CH2:4][S:5][C:6]1[N:11]=[C:10]([NH:12][S:13]([N:16]2[CH2:21][CH2:20][N:19]([CH3:22])[CH2:18][CH2:17]2)(=[O:15])=[O:14])[CH:9]=[C:8]([O:23][C@H:24]([CH3:46])[CH2:25][O:26]C(C2C=CC=CC=2)(C2C=CC=CC=2)C2C=CC=CC=2)[N:7]=1.C(O)(C(F)(F)F)=O. Product: [F:1][C:2]1[C:50]([F:51])=[CH:49][CH:48]=[CH:47][C:3]=1[CH2:4][S:5][C:6]1[N:11]=[C:10]([NH:12][S:13]([N:16]2[CH2:17][CH2:18][N:19]([CH3:22])[CH2:20][CH2:21]2)(=[O:14])=[O:15])[CH:9]=[C:8]([O:23][C@H:24]([CH3:46])[CH2:25][OH:26])[N:7]=1. The catalyst class is: 2. (2) Reactant: Cl.[F:2][C:3]1[CH:4]=[C:5]([C@H:10]([CH:14]2[CH2:17][NH:16][CH2:15]2)[CH:11]([CH3:13])[CH3:12])[CH:6]=[C:7]([F:9])[CH:8]=1.C([O-])([O-])=O.[Cs+].[Cs+].Br[CH:25]([C:34]1[CH:39]=[CH:38][C:37]([Cl:40])=[CH:36][CH:35]=1)[C:26]1[CH:27]=[C:28]([CH:31]=[CH:32][CH:33]=1)[C:29]#[N:30]. Product: [Cl:40][C:37]1[CH:36]=[CH:35][C:34]([C@H:25]([N:16]2[CH2:15][CH:14]([C@@H:10]([C:5]3[CH:6]=[C:7]([F:9])[CH:8]=[C:3]([F:2])[CH:4]=3)[CH:11]([CH3:13])[CH3:12])[CH2:17]2)[C:26]2[CH:27]=[C:28]([CH:31]=[CH:32][CH:33]=2)[C:29]#[N:30])=[CH:39][CH:38]=1. The catalyst class is: 10. (3) Reactant: [CH3:1][O:2][C:3]([C:5]1[S:9][C:8]([N:10]2[CH2:15][CH2:14][NH:13][CH2:12][CH2:11]2)=[N:7][CH:6]=1)=[O:4].[CH3:16][O:17][C:18]1[CH:19]=[C:20]([S:26](Cl)(=[O:28])=[O:27])[CH:21]=[CH:22][C:23]=1[O:24][CH3:25].C(N(CC)CC)C.O. Product: [CH3:1][O:2][C:3]([C:5]1[S:9][C:8]([N:10]2[CH2:11][CH2:12][N:13]([S:26]([C:20]3[CH:21]=[CH:22][C:23]([O:24][CH3:25])=[C:18]([O:17][CH3:16])[CH:19]=3)(=[O:28])=[O:27])[CH2:14][CH2:15]2)=[N:7][CH:6]=1)=[O:4]. The catalyst class is: 4. (4) Reactant: [F:1][C:2]1[CH:10]=[CH:9][C:8]([CH2:11][C:12]2[C:21]3[C:16](=[CH:17][CH:18]=[CH:19][CH:20]=3)[C:15](=[O:22])[NH:14][N:13]=2)=[CH:7][C:3]=1[C:4]([OH:6])=O.[CH3:23][N:24]([CH3:34])[CH2:25][CH2:26][O:27][CH:28]1[CH2:33][CH2:32][NH:31][CH2:30][CH2:29]1.CCN(C(C)C)C(C)C. Product: [CH3:23][N:24]([CH3:34])[CH2:25][CH2:26][O:27][CH:28]1[CH2:33][CH2:32][N:31]([C:4]([C:3]2[CH:7]=[C:8]([CH:9]=[CH:10][C:2]=2[F:1])[CH2:11][C:12]2[C:21]3[C:16](=[CH:17][CH:18]=[CH:19][CH:20]=3)[C:15](=[O:22])[NH:14][N:13]=2)=[O:6])[CH2:30][CH2:29]1. The catalyst class is: 3. (5) Reactant: [CH2:1](O)[CH2:2][CH:3]=C.C1(P(C2C=CC=CC=2)C2C=CC=CC=2)C=CC=CC=1.[CH3:25][C:26]1([CH3:33])[NH:30][C:29](=[O:31])[NH:28][C:27]1=[O:32].CCOC(/N=N/C(OCC)=O)=O. Product: [CH2:3]([N:28]1[C:27](=[O:32])[C:26]([CH3:33])([CH3:25])[NH:30][C:29]1=[O:31])[CH:2]=[CH2:1]. The catalyst class is: 20. (6) Product: [ClH:44].[CH3:1][O:2][C:3](=[O:43])[NH:4][C:5]1[CH:14]=[CH:13][CH:12]=[C:11]2[C:6]=1[CH:7]=[CH:8][C:9](=[O:42])[N:10]2[CH2:15][CH2:16][N:17]1[CH2:18][CH2:19][CH:20]([NH:23][CH2:24][C:25]2[CH:34]=[CH:33][C:28]3[O:29][CH2:30][CH2:31][O:32][C:27]=3[CH:26]=2)[CH2:21][CH2:22]1. Reactant: [CH3:1][O:2][C:3](=[O:43])[NH:4][C:5]1[CH:14]=[CH:13][CH:12]=[C:11]2[C:6]=1[CH:7]=[CH:8][C:9](=[O:42])[N:10]2[CH2:15][CH2:16][N:17]1[CH2:22][CH2:21][CH:20]([N:23](C(OC(C)(C)C)=O)[CH2:24][C:25]2[CH:34]=[CH:33][C:28]3[O:29][CH2:30][CH2:31][O:32][C:27]=3[CH:26]=2)[CH2:19][CH2:18]1.[ClH:44].O1CCOCC1. The catalyst class is: 12. (7) Reactant: [N:1]1([C:7](=[O:29])[CH2:8][CH2:9][CH2:10][CH2:11][CH2:12][N:13]2[C:25]3[C:24]4[CH:23]=[CH:22][CH:21]=[CH:20][C:19]=4[N:18]=[CH:17][C:16]=3[N:15]=[C:14]2[CH2:26][CH2:27][CH3:28])[CH2:6][CH2:5][O:4][CH2:3][CH2:2]1.C1C=C(Cl)C=C(C(OO)=O)C=1.[OH-].[NH4+:42].C1(C)C=CC(S(Cl)(=O)=O)=CC=1. Product: [N:1]1([C:7](=[O:29])[CH2:8][CH2:9][CH2:10][CH2:11][CH2:12][N:13]2[C:25]3[C:24]4[CH:23]=[CH:22][CH:21]=[CH:20][C:19]=4[N:18]=[C:17]([NH2:42])[C:16]=3[N:15]=[C:14]2[CH2:26][CH2:27][CH3:28])[CH2:6][CH2:5][O:4][CH2:3][CH2:2]1. The catalyst class is: 22. (8) Reactant: [NH2:1][C:2](=[N:23]O)[C:3]1[CH:8]=[CH:7][N:6]=[C:5]([N:9]2[CH2:14][CH2:13][N:12]([C:15]([O:17][CH2:18][C:19]([CH3:22])([CH3:21])[CH3:20])=[O:16])[CH2:11][CH2:10]2)[CH:4]=1.[CH3:25][N:26]=[C:27]=[S:28]. Product: [CH3:25][NH:26][C:27]1[S:28][N:23]=[C:2]([C:3]2[CH:8]=[CH:7][N:6]=[C:5]([N:9]3[CH2:14][CH2:13][N:12]([C:15]([O:17][CH2:18][C:19]([CH3:22])([CH3:21])[CH3:20])=[O:16])[CH2:11][CH2:10]3)[CH:4]=2)[N:1]=1. The catalyst class is: 42. (9) Reactant: [OH:1][CH2:2][C:3]1[CH:4]=[C:5]([C:9]2[N:10]=[C:11]([N:26]3[CH2:31][CH2:30][O:29][CH2:28][CH2:27]3)[C:12]3[N:17]=[N:16][N:15]([CH2:18][C:19]([O:21]C(C)(C)C)=[O:20])[C:13]=3[N:14]=2)[CH:6]=[CH:7][CH:8]=1.C(O)(C(F)(F)F)=O. Product: [OH:1][CH2:2][C:3]1[CH:4]=[C:5]([C:9]2[N:10]=[C:11]([N:26]3[CH2:31][CH2:30][O:29][CH2:28][CH2:27]3)[C:12]3[N:17]=[N:16][N:15]([CH2:18][C:19]([OH:21])=[O:20])[C:13]=3[N:14]=2)[CH:6]=[CH:7][CH:8]=1. The catalyst class is: 2. (10) Reactant: Cl.[NH2:2][OH:3].[F:4][C:5]1[CH:12]=[CH:11][C:8]([CH:9]=O)=[CH:7][CH:6]=1.[OH-].[Na+].Cl. Product: [F:4][C:5]1[CH:12]=[CH:11][C:8]([CH:9]=[N:2][OH:3])=[CH:7][CH:6]=1. The catalyst class is: 40.